Dataset: Reaction yield outcomes from USPTO patents with 853,638 reactions. Task: Predict the reaction yield, written as a fraction of the theoretical maximum amount of product (1.0 means a 100% yield; for example, 0.34 means a 34% yield). (1) The reactants are Br[CH2:2][CH2:3][CH2:4][C:5]1[CH:12]=[CH:11][C:8]([C:9]#[N:10])=[CH:7][CH:6]=1.C([O-])([O-])=O.[K+].[K+].[CH2:19]([CH2:21][NH2:22])[OH:20]. The catalyst is C(#N)C. The product is [OH:20][CH2:19][CH2:21][NH:22][CH2:2][CH2:3][CH2:4][C:5]1[CH:12]=[CH:11][C:8]([C:9]#[N:10])=[CH:7][CH:6]=1. The yield is 0.575. (2) The reactants are C(O[CH2:9][C@@H:10]1[C@@H:14]([CH2:15][CH2:16][CH2:17][CH3:18])[CH2:13][N:12]([C@@H:19]([C:25]([CH3:28])([CH3:27])[CH3:26])[C:20]([N:22]([CH3:24])[CH3:23])=[O:21])[C:11]1=[O:29])C1C=CC=CC=1.CC(OI1(OC(C)=O)(OC(C)=O)OC(=O)C2C=CC=CC1=2)=O.Cl.[CH2:53]([O:60][NH2:61])[C:54]1[CH:59]=[CH:58][CH:57]=[CH:56][CH:55]=1. The catalyst is CO.[Pd].ClCCl.[OH-].[Na+].ClCCl. The product is [CH2:53]([O:60][N:61]=[CH:9][C@@H:10]1[C@@H:14]([CH2:15][CH2:16][CH2:17][CH3:18])[CH2:13][N:12]([C@@H:19]([C:25]([CH3:27])([CH3:26])[CH3:28])[C:20]([N:22]([CH3:23])[CH3:24])=[O:21])[C:11]1=[O:29])[C:54]1[CH:59]=[CH:58][CH:57]=[CH:56][CH:55]=1. The yield is 0.610. (3) The reactants are [CH2:1]([C:4]1[CH:9]=[C:8]([C:10]2[S:11][CH:12]=[C:13]([C:15]3[CH:20]=[CH:19][C:18]([NH2:21])=[CH:17][CH:16]=3)[N:14]=2)[CH:7]=[CH:6][N:5]=1)[CH2:2][CH3:3].[C:22]([O:26][C:27](O[C:27]([O:26][C:22]([CH3:25])([CH3:24])[CH3:23])=[O:28])=[O:28])([CH3:25])([CH3:24])[CH3:23]. The catalyst is CN(C)C1C=CN=CC=1.C1COCC1. The product is [CH2:1]([C:4]1[CH:9]=[C:8]([C:10]2[S:11][CH:12]=[C:13]([C:15]3[CH:16]=[CH:17][C:18]([NH:21][C:27](=[O:28])[O:26][C:22]([CH3:25])([CH3:24])[CH3:23])=[CH:19][CH:20]=3)[N:14]=2)[CH:7]=[CH:6][N:5]=1)[CH2:2][CH3:3]. The yield is 0.430. (4) The reactants are Br[C:2]1[CH:15]=[CH:14][C:13]2[N:12]([S:16]([C:19]3[CH:24]=[CH:23][C:22]([O:25][CH3:26])=[CH:21][CH:20]=3)(=[O:18])=[O:17])[CH:11]([CH2:27][CH3:28])[C:10]3[C:5](=[CH:6][CH:7]=[C:8]([F:29])[CH:9]=3)[C:4]=2[CH:3]=1.[C:30]1(B(O)O)[CH:35]=[CH:34][CH:33]=[CH:32][CH:31]=1.ClCCl.[OH-].[Na+]. The catalyst is O1CCCC1.C1C=CC(P(C2C=CC=CC=2)[C-]2C=CC=C2)=CC=1.C1C=CC(P(C2C=CC=CC=2)[C-]2C=CC=C2)=CC=1.Cl[Pd]Cl.[Fe+2]. The product is [CH2:27]([CH:11]1[C:10]2[C:5](=[CH:6][CH:7]=[C:8]([F:29])[CH:9]=2)[C:4]2[CH:3]=[C:2]([C:30]3[CH:35]=[CH:34][CH:33]=[CH:32][CH:31]=3)[CH:15]=[CH:14][C:13]=2[N:12]1[S:16]([C:19]1[CH:24]=[CH:23][C:22]([O:25][CH3:26])=[CH:21][CH:20]=1)(=[O:17])=[O:18])[CH3:28]. The yield is 0.500. (5) The reactants are Br[C:2]1[CH:11]=[CH:10][C:9]2[N:8]=[CH:7][C:6]3O[N:13]=[C:14](C4C=CC(C(C)(C)C#N)=CC=4)[C:5]=3[C:4]=2[CH:3]=1.[N:26]1[CH:31]=[CH:30][CH:29]=[C:28](B(O)O)[CH:27]=1.C([O-])([O-])=O.[Na+].[Na+].C[N:42](C=O)C. The catalyst is O.C1C=CC([P]([Pd]([P](C2C=CC=CC=2)(C2C=CC=CC=2)C2C=CC=CC=2)([P](C2C=CC=CC=2)(C2C=CC=CC=2)C2C=CC=CC=2)[P](C2C=CC=CC=2)(C2C=CC=CC=2)C2C=CC=CC=2)(C2C=CC=CC=2)C2C=CC=CC=2)=CC=1. The product is [N:26]1[CH:31]=[CH:30][CH:29]=[C:28]([C:2]2[CH:11]=[CH:10][C:9]3[N:8]=[CH:7][C:6]4[NH:42][N:13]=[CH:14][C:5]=4[C:4]=3[CH:3]=2)[CH:27]=1. The yield is 0.200. (6) The reactants are [CH2:1]([OH:19])[CH2:2][CH2:3][CH2:4][CH2:5][CH2:6][CH2:7][CH2:8]/[CH:9]=[CH:10]\[CH2:11]/[CH:12]=[CH:13]\[CH2:14][CH2:15][CH2:16][CH2:17][CH3:18].C(N(CC)CC)C.[CH3:27][S:28](Cl)(=[O:30])=[O:29]. The catalyst is C(Cl)Cl. The product is [S:28]([O:19][CH2:1][CH2:2][CH2:3][CH2:4][CH2:5][CH2:6][CH2:7][CH2:8]/[CH:9]=[CH:10]\[CH2:11]/[CH:12]=[CH:13]\[CH2:14][CH2:15][CH2:16][CH2:17][CH3:18])(=[O:30])(=[O:29])[CH3:27]. The yield is 0.970. (7) The reactants are [NH2:1][CH2:2][C@H:3]1[CH2:8][CH2:7][CH2:6][N:5]([C:9]([O:11][C:12]([CH3:15])([CH3:14])[CH3:13])=[O:10])[CH2:4]1.F[C:17]1[CH:22]=[CH:21][CH:20]=[CH:19][C:18]=1[N+:23]([O-:25])=[O:24].C([O-])([O-])=O.[K+].[K+]. The catalyst is C(#N)C. The product is [N+:23]([C:18]1[CH:19]=[CH:20][CH:21]=[CH:22][C:17]=1[NH:1][CH2:2][C@H:3]1[CH2:8][CH2:7][CH2:6][N:5]([C:9]([O:11][C:12]([CH3:15])([CH3:14])[CH3:13])=[O:10])[CH2:4]1)([O-:25])=[O:24]. The yield is 1.00. (8) The reactants are COC(C1C=CC(C2C(C)(C)[C@H]3[C@](C)(CC=2)[C@@H]2[C@](C)([C@@]4(C)[C@H](CC2)[C@H]2[C@H](C([CH2:35][O:36][CH2:37][CH2:38][N:39]5[CH2:44][CH2:43][O:42][CH2:41][CH2:40]5)=C)CC[C@]2(C(O)=O)CC4)CC3)=CC=1)=O.C(Cl)(=O)C(Cl)=O.Cl[C:59]([C@:61]12[CH2:96][CH2:95][C@@H:94]([C:97](COCCN3CCOCC3)=[CH2:98])[C@@H:62]1[C@@H:63]1[C@@:76]([CH3:79])([CH2:77][CH2:78]2)[C@@:75]2([CH3:80])[C@@H:66]([C@:67]3([CH3:93])[C@@H:72]([CH2:73][CH2:74]2)[C:71]([CH3:82])([CH3:81])[C:70]([C:83]2[CH:92]=[CH:91][C:86]([C:87]([O:89][CH3:90])=[O:88])=[CH:85][CH:84]=2)=[CH:69][CH2:68]3)[CH2:65][CH2:64]1)=[O:60].Cl.[NH2:110][CH2:111][CH2:112][C:113]([O:115][CH2:116][CH3:117])=[O:114].C(N(C(C)C)CC)(C)C. The catalyst is ClCCCl. The product is [CH2:116]([O:115][C:113](=[O:114])[CH2:112][CH2:111][NH:110][C:59]([C@:61]12[CH2:96][CH2:95][C@@H:94]([C:97]([CH2:35][O:36][CH2:37][CH2:38][N:39]3[CH2:40][CH2:41][O:42][CH2:43][CH2:44]3)=[CH2:98])[C@@H:62]1[C@@H:63]1[C@@:76]([CH3:79])([CH2:77][CH2:78]2)[C@@:75]2([CH3:80])[C@@H:66]([C@:67]3([CH3:93])[C@@H:72]([CH2:73][CH2:74]2)[C:71]([CH3:82])([CH3:81])[C:70]([C:83]2[CH:84]=[CH:85][C:86]([C:87]([O:89][CH3:90])=[O:88])=[CH:91][CH:92]=2)=[CH:69][CH2:68]3)[CH2:65][CH2:64]1)=[O:60])[CH3:117]. The yield is 0.890.